Dataset: Full USPTO retrosynthesis dataset with 1.9M reactions from patents (1976-2016). Task: Predict the reactants needed to synthesize the given product. (1) Given the product [O:35]1[CH2:36][CH2:37][CH:33]([O:32][C:2]2[C:7]([CH:8]=[CH:9][C:10]([NH:12][CH2:13][C:14]3[CH:19]=[C:18]([F:20])[C:17]([NH:21][S:22]([CH3:25])(=[O:24])=[O:23])=[C:16]([C:26]#[CH:27])[CH:15]=3)=[O:11])=[CH:6][CH:5]=[C:4]([C:28]([F:31])([F:30])[F:29])[N:3]=2)[CH2:34]1, predict the reactants needed to synthesize it. The reactants are: Cl[C:2]1[C:7]([CH:8]=[CH:9][C:10]([NH:12][CH2:13][C:14]2[CH:19]=[C:18]([F:20])[C:17]([NH:21][S:22]([CH3:25])(=[O:24])=[O:23])=[C:16]([C:26]#[CH:27])[CH:15]=2)=[O:11])=[CH:6][CH:5]=[C:4]([C:28]([F:31])([F:30])[F:29])[N:3]=1.[OH:32][CH:33]1[CH2:37][CH2:36][O:35][CH2:34]1. (2) Given the product [O:45]1[CH2:46][CH2:47][CH:42]([C:36]2([C:39]#[N:40])[CH2:37][CH2:38][C:33]3([O:32][CH2:31][CH2:30][O:29]3)[CH2:34][CH2:35]2)[CH2:43][CH2:44]1, predict the reactants needed to synthesize it. The reactants are: C([N-]C(C)C)(C)C.[Li+].CCCCCCC.O1CCCC1.C(C1C=CC=CC=1)C.[O:29]1[C:33]2([CH2:38][CH2:37][CH:36]([C:39]#[N:40])[CH2:35][CH2:34]2)[O:32][CH2:31][CH2:30]1.I[CH:42]1[CH2:47][CH2:46][O:45][CH2:44][CH2:43]1. (3) Given the product [ClH:29].[ClH:29].[CH3:26][C:24]1[S:25][C:21]2[CH:20]=[C:19]([CH2:18][CH2:17][CH2:16][NH2:8])[CH:28]=[CH:27][C:22]=2[N:23]=1.[ClH:29], predict the reactants needed to synthesize it. The reactants are: C(OC([N:8]([CH2:16][CH2:17][CH2:18][C:19]1[CH:28]=[CH:27][C:22]2[N:23]=[C:24]([CH3:26])[S:25][C:21]=2[CH:20]=1)C(OC(C)(C)C)=O)=O)(C)(C)C.[ClH:29]. (4) Given the product [CH3:1][N:2]([CH2:26][CH2:27][CH2:28][CH2:29][N:30]1[C:38](=[O:39])[C:37]2[C:32](=[CH:33][CH:34]=[CH:35][CH:36]=2)[C:31]1=[O:40])[CH2:3][CH2:4][CH2:5][CH2:6][N:7]1[C:8](=[O:17])[C:9]2[C:14](=[CH:13][CH:12]=[CH:11][CH:10]=2)[C:15]1=[O:16], predict the reactants needed to synthesize it. The reactants are: [CH3:1][NH:2][CH2:3][CH2:4][CH2:5][CH2:6][N:7]1[C:15](=[O:16])[C:14]2[C:9](=[CH:10][CH:11]=[CH:12][CH:13]=2)[C:8]1=[O:17].C(N(CC)CC)C.Br[CH2:26][CH2:27][CH2:28][CH2:29][N:30]1[C:38](=[O:39])[C:37]2[C:32](=[CH:33][CH:34]=[CH:35][CH:36]=2)[C:31]1=[O:40]. (5) Given the product [Cl:1][C:2]1[CH:3]=[CH:4][C:5]([C:6]([CH2:8][CH2:9][O:10][C:11]([CH2:13][NH:14][CH2:15][C:16]2[CH:25]=[CH:24][C:19]([C:20]([O:22][CH3:23])=[O:21])=[CH:18][C:17]=2[NH:26][CH2:40][C:39]2[CH:38]=[CH:37][C:36]([C:34]([N:29]3[CH2:33][CH2:32][CH2:31][CH2:30]3)=[O:35])=[CH:43][CH:42]=2)=[O:12])=[O:7])=[CH:27][CH:28]=1, predict the reactants needed to synthesize it. The reactants are: [Cl:1][C:2]1[CH:28]=[CH:27][C:5]([C:6]([CH2:8][CH2:9][O:10][C:11]([CH2:13][NH:14][CH2:15][C:16]2[CH:25]=[CH:24][C:19]([C:20]([O:22][CH3:23])=[O:21])=[CH:18][C:17]=2[NH2:26])=[O:12])=[O:7])=[CH:4][CH:3]=1.[N:29]1([C:34]([C:36]2[CH:43]=[CH:42][C:39]([CH:40]=O)=[CH:38][CH:37]=2)=[O:35])[CH2:33][CH2:32][CH2:31][CH2:30]1.C(O)(=O)C.C(O[BH-](OC(=O)C)OC(=O)C)(=O)C.[Na+]. (6) Given the product [Br:1][C:2]1[C:3]([CH3:20])=[N:4][N:5]([CH2:14][C:28]([CH3:29])([OH:27])[CH3:21])[C:6]=1[C:7]1[CH:12]=[CH:11][C:10]([F:13])=[CH:9][CH:8]=1, predict the reactants needed to synthesize it. The reactants are: [Br:1][C:2]1[C:3]([CH3:20])=[N:4][N:5]([CH2:14]C(OCC)=O)[C:6]=1[C:7]1[CH:12]=[CH:11][C:10]([F:13])=[CH:9][CH:8]=1.[CH3:21][Mg+].[Br-].C([O:27][CH2:28][CH3:29])(=O)C.Cl. (7) Given the product [F:44][C:43]([F:46])([F:45])[C:39]1[CH:38]=[C:37]([N:1]2[CH2:7][CH2:6][CH2:5][NH:4][CH2:3][CH2:2]2)[CH:42]=[CH:41][CH:40]=1, predict the reactants needed to synthesize it. The reactants are: [NH:1]1[CH2:7][CH2:6][CH2:5][NH:4][CH2:3][CH2:2]1.C1(C)C=CC=CC=1P(C1C=CC=CC=1C)C1C=CC=CC=1C.CC(C)([O-])C.[K+].Br[C:37]1[CH:42]=[CH:41][CH:40]=[C:39]([C:43]([F:46])([F:45])[F:44])[CH:38]=1. (8) Given the product [CH2:60]([C:59]1[N:58]([C:64]2[CH:65]=[CH:66][C:67]([CH:70]([CH3:72])[CH3:71])=[CH:68][CH:69]=2)[N:57]=[C:56]([C:73]([O:75][CH2:76][CH3:77])=[O:74])[C:55]=1[C:52]1[CH:53]=[CH:54][C:49]([C:47]([OH:48])=[O:46])=[CH:50][C:51]=1[C:78]([N:80]1[CH2:89][CH2:88][C:87]2[C:82](=[CH:83][CH:84]=[CH:85][CH:86]=2)[CH2:81]1)=[O:79])[CH2:61][CH2:62][CH3:63], predict the reactants needed to synthesize it. The reactants are: C(C1N(C2C=CC=CC=2)N=C(C(OCC)=O)C=1C1C=CC(C(O)=O)=CC=1C(N1CCC2C(=CC=CC=2)C1)=O)CCC.C([O:46][C:47]([C:49]1[CH:54]=[CH:53][C:52]([C:55]2[C:56]([C:73]([O:75][CH2:76][CH3:77])=[O:74])=[N:57][N:58]([C:64]3[CH:69]=[CH:68][C:67]([CH:70]([CH3:72])[CH3:71])=[CH:66][CH:65]=3)[C:59]=2[CH2:60][CH2:61][CH2:62][CH3:63])=[C:51]([C:78]([N:80]2[CH2:89][CH2:88][C:87]3[C:82](=[CH:83][CH:84]=[CH:85][CH:86]=3)[CH2:81]2)=[O:79])[CH:50]=1)=[O:48])(C)(C)C.